This data is from Forward reaction prediction with 1.9M reactions from USPTO patents (1976-2016). The task is: Predict the product of the given reaction. (1) Given the reactants Cl.[NH2:2][C:3]1[N:32]=[C:6]2[N:7]([C:22]3[CH:27]=[CH:26][CH:25]=[C:24]([C:28]([F:31])([F:30])[F:29])[CH:23]=3)[C:8]([CH3:21])=[C:9]([C:19]#[N:20])[C@@H:10]([C:11]3[CH:16]=[CH:15][C:14]([C:17]#[N:18])=[CH:13][CH:12]=3)[N:5]2[N:4]=1.[CH:33]1([C:39](Cl)=[O:40])[CH2:38][CH2:37][CH2:36][CH2:35][CH2:34]1, predict the reaction product. The product is: [C:19]([C:9]1[C@@H:10]([C:11]2[CH:16]=[CH:15][C:14]([C:17]#[N:18])=[CH:13][CH:12]=2)[N:5]2[N:4]=[C:3]([NH:2][C:39]([CH:33]3[CH2:38][CH2:37][CH2:36][CH2:35][CH2:34]3)=[O:40])[N:32]=[C:6]2[N:7]([C:22]2[CH:27]=[CH:26][CH:25]=[C:24]([C:28]([F:29])([F:31])[F:30])[CH:23]=2)[C:8]=1[CH3:21])#[N:20]. (2) Given the reactants Br[CH2:2][CH2:3][CH2:4][CH2:5][CH2:6][CH2:7][CH2:8][CH2:9][O:10]C1CCCCO1.[CH3:17][CH2:18][CH2:19]CC, predict the reaction product. The product is: [CH2:9]([OH:10])[CH2:8][CH2:7][CH2:6][CH2:5][CH2:4][CH2:3][CH2:2][CH2:19][C:18]#[CH:17]. (3) Given the reactants [C:1]1([C:7]2[NH:11][N:10]=[C:9]([C:12]([OH:14])=O)[CH:8]=2)[CH:6]=[CH:5][CH:4]=[CH:3][CH:2]=1.CN(C=O)C.C1N=CN(C(N2C=NC=C2)=O)C=1.[NH2:32][CH2:33][CH2:34][NH:35][C:36](=[O:42])[O:37][C:38]([CH3:41])([CH3:40])[CH3:39], predict the reaction product. The product is: [C:1]1([C:7]2[NH:11][N:10]=[C:9]([C:12]([NH:32][CH2:33][CH2:34][NH:35][C:36](=[O:42])[O:37][C:38]([CH3:40])([CH3:39])[CH3:41])=[O:14])[CH:8]=2)[CH:2]=[CH:3][CH:4]=[CH:5][CH:6]=1. (4) Given the reactants C(Cl)CCl.C1C=CC2N(O)N=NC=2C=1.[S:15]1[C:19]([C:20]([OH:22])=O)=[CH:18][C:17]2[CH:23]=[CH:24][CH:25]=[CH:26][C:16]1=2.C(N(CC)CC)C.[NH2:34][C@H:35]([C:40]([NH:42][CH2:43][CH:44]1[CH2:49][CH2:48][CH2:47][CH2:46][N:45]1[C:50]([O:52][C:53]([CH3:56])([CH3:55])[CH3:54])=[O:51])=[O:41])[CH2:36][CH:37]([CH3:39])[CH3:38], predict the reaction product. The product is: [S:15]1[C:16]2[CH:26]=[CH:25][CH:24]=[CH:23][C:17]=2[CH:18]=[C:19]1[C:20]([NH:34][C@H:35]([C:40]([NH:42][CH2:43][CH:44]1[CH2:49][CH2:48][CH2:47][CH2:46][N:45]1[C:50]([O:52][C:53]([CH3:55])([CH3:54])[CH3:56])=[O:51])=[O:41])[CH2:36][CH:37]([CH3:39])[CH3:38])=[O:22]. (5) Given the reactants [Cl:1][C:2]1[CH:7]=[CH:6][C:5]([C:8]2[CH:13]=[CH:12][CH:11]=[CH:10][C:9]=2[C:14]([NH:16][C:17]2[CH:22]=[CH:21][C:20]([N:23]([CH2:31][CH2:32][C:33]3[N:34]=[CH:35][S:36][CH:37]=3)C(=O)OC(C)(C)C)=[CH:19][CH:18]=2)=[O:15])=[CH:4][CH:3]=1.FC(F)(F)C(O)=O, predict the reaction product. The product is: [Cl:1][C:2]1[CH:7]=[CH:6][C:5]([C:8]2[C:9]([C:14]([NH:16][C:17]3[CH:22]=[CH:21][C:20]([NH:23][CH2:31][CH2:32][C:33]4[N:34]=[CH:35][S:36][CH:37]=4)=[CH:19][CH:18]=3)=[O:15])=[CH:10][CH:11]=[CH:12][CH:13]=2)=[CH:4][CH:3]=1.